From a dataset of Full USPTO retrosynthesis dataset with 1.9M reactions from patents (1976-2016). Predict the reactants needed to synthesize the given product. (1) Given the product [Cl:1][C:2]1[C:3]([F:16])=[C:4]([CH:7]=[C:8]([N:10]2[CH2:15][CH2:14][O:13][CH2:12][CH2:11]2)[CH:9]=1)[CH2:5][NH2:6], predict the reactants needed to synthesize it. The reactants are: [Cl:1][C:2]1[C:3]([F:16])=[C:4]([CH:7]=[C:8]([N:10]2[CH2:15][CH2:14][O:13][CH2:12][CH2:11]2)[CH:9]=1)[C:5]#[N:6].B.C1COCC1. (2) Given the product [CH2:46]([O:45][C:43]([N:16]1[CH2:17][CH:18]([OH:42])[CH:19]([NH:22][C:23](=[O:41])[C@@H:24]([NH:29][C:30]([C:32]2[O:33][C:34]3[CH:40]=[CH:39][CH:38]=[CH:37][C:35]=3[CH:36]=2)=[O:31])[CH2:25][CH:26]([CH3:28])[CH3:27])[CH2:20][CH2:21][N:15]1[CH3:13])=[O:44])[C:47]1[CH:48]=[CH:49][CH:50]=[CH:51][CH:52]=1, predict the reactants needed to synthesize it. The reactants are: FC(F)(F)C(O)=O.C(O[C:13]([N:15]1[CH2:21][CH2:20][CH:19]([NH:22][C:23](=[O:41])[C@@H:24]([NH:29][C:30]([C:32]2[O:33][C:34]3[CH:40]=[CH:39][CH:38]=[CH:37][C:35]=3[CH:36]=2)=[O:31])[CH2:25][CH:26]([CH3:28])[CH3:27])[CH:18]([OH:42])[CH2:17][N:16]1[C:43]([O:45][CH2:46][C:47]1[CH:52]=[CH:51][CH:50]=[CH:49][CH:48]=1)=[O:44])=O)(C)(C)C.C=O.[BH3-]C#N.[Na+]. (3) The reactants are: [NH2:1][CH2:2][CH2:3][CH2:4][CH2:5][NH:6][S:7]([C:10]1[CH:15]=[CH:14][C:13]([CH2:16][N:17]([CH2:25][C:26]2[NH:27][CH:28]=[CH:29][N:30]=2)[CH2:18][C:19]2[N:20]([CH3:24])[CH:21]=[CH:22][N:23]=2)=[CH:12][CH:11]=1)(=[O:9])=[O:8].[C:31]1(=O)[CH2:36][CH2:35][CH2:34][CH2:33][CH2:32]1.C([BH3-])#N.[Na+].C(O)(=O)C. Given the product [CH:31]1([NH:1][CH2:2][CH2:3][CH2:4][CH2:5][NH:6][S:7]([C:10]2[CH:15]=[CH:14][C:13]([CH2:16][N:17]([CH2:25][C:26]3[NH:30][CH:29]=[CH:28][N:27]=3)[CH2:18][C:19]3[N:20]([CH3:24])[CH:21]=[CH:22][N:23]=3)=[CH:12][CH:11]=2)(=[O:8])=[O:9])[CH2:36][CH2:35][CH2:34][CH2:33][CH2:32]1, predict the reactants needed to synthesize it.